The task is: Binary Classification. Given a drug SMILES string, predict its activity (active/inactive) in a high-throughput screening assay against a specified biological target.. This data is from Tyrosyl-DNA phosphodiesterase HTS with 341,365 compounds. The result is 0 (inactive). The compound is O(c1cc2c(n(c(c2C(=O)C)C)C)cc1)C(=O)c1ccc([N+]([O-])=O)cc1.